Dataset: Peptide-MHC class I binding affinity with 185,985 pairs from IEDB/IMGT. Task: Regression. Given a peptide amino acid sequence and an MHC pseudo amino acid sequence, predict their binding affinity value. This is MHC class I binding data. (1) The binding affinity (normalized) is 0.387. The MHC is HLA-A33:01 with pseudo-sequence HLA-A33:01. The peptide sequence is AVLDMCAALK. (2) The peptide sequence is ADAKAAAAV. The MHC is HLA-A02:02 with pseudo-sequence HLA-A02:02. The binding affinity (normalized) is 0.149. (3) The peptide sequence is LQPSDTLLF. The MHC is HLA-A26:01 with pseudo-sequence HLA-A26:01. The binding affinity (normalized) is 0.0847. (4) The binding affinity (normalized) is 0.541. The peptide sequence is HETTYNSI. The MHC is Mamu-A11 with pseudo-sequence Mamu-A11. (5) The peptide sequence is RISGVDRYY. The MHC is Mamu-A2201 with pseudo-sequence Mamu-A2201. The binding affinity (normalized) is 0.0556. (6) The peptide sequence is TPQDLNMML. The MHC is HLA-B81:01 with pseudo-sequence HLA-B81:01. The binding affinity (normalized) is 0.630. (7) The peptide sequence is SLLSTNLPY. The MHC is HLA-A03:01 with pseudo-sequence HLA-A03:01. The binding affinity (normalized) is 0.349.